Task: Predict which catalyst facilitates the given reaction.. Dataset: Catalyst prediction with 721,799 reactions and 888 catalyst types from USPTO Reactant: Cl.[F:2][C:3]1[CH:8]=[C:7]([F:9])[CH:6]=[CH:5][C:4]=1[NH:10]N.O.Cl.[NH:14]1[CH2:19][CH2:18][C:17](=O)[CH2:16][CH2:15]1.Cl. Product: [F:2][C:3]1[C:4]2[NH:10][C:17]3[CH2:18][CH2:19][NH:14][CH2:15][C:16]=3[C:5]=2[CH:6]=[C:7]([F:9])[CH:8]=1. The catalyst class is: 14.